This data is from Forward reaction prediction with 1.9M reactions from USPTO patents (1976-2016). The task is: Predict the product of the given reaction. (1) Given the reactants C([O-])([O-])=O.[K+].[K+].Br.[CH3:8][C:9]1[S:13][C:12]2=[N:14][C:15]([CH2:17][C:18]([O:20][CH2:21][CH3:22])=[O:19])=[CH:16][N:11]2[CH:10]=1, predict the reaction product. The product is: [CH3:8][C:9]1[S:13][C:12]2=[N:14][C:15]([CH2:17][C:18]([O:20][CH2:21][CH3:22])=[O:19])=[CH:16][N:11]2[CH:10]=1. (2) Given the reactants [N:1]1([C:5]([C:7]2[N:8]=[CH:9][C:10]([O:13][C:14]3[CH:15]=[C:16]([CH:20]=[C:21]([O:23][C@H:24]4[CH2:28][CH2:27][O:26][CH2:25]4)[CH:22]=3)[C:17]([OH:19])=O)=[N:11][CH:12]=2)=[O:6])[CH2:4][CH2:3][CH2:2]1.CN(C(ON1N=NC2C=CC=NC1=2)=[N+](C)C)C.F[P-](F)(F)(F)(F)F.[NH2:53][C:54]1[S:55][CH:56]=[C:57]([CH3:59])[N:58]=1.CCN(C(C)C)C(C)C, predict the reaction product. The product is: [N:1]1([C:5]([C:7]2[N:8]=[CH:9][C:10]([O:13][C:14]3[CH:15]=[C:16]([CH:20]=[C:21]([O:23][C@H:24]4[CH2:28][CH2:27][O:26][CH2:25]4)[CH:22]=3)[C:17]([NH:53][C:54]3[S:55][CH:56]=[C:57]([CH3:59])[N:58]=3)=[O:19])=[N:11][CH:12]=2)=[O:6])[CH2:4][CH2:3][CH2:2]1. (3) Given the reactants Cl[C:2]1[C:3]2[C:4](=[CH:19][N:20](CC3C=CC(OC)=CC=3)[N:21]=2)[N:5]=[C:6]([C:8]2[CH:18]=[CH:17][C:11]3[O:12][CH2:13][C:14](=[O:16])[NH:15][C:10]=3[CH:9]=2)[N:7]=1.[CH3:31][O:32][C:33]1[CH:34]=[C:35]([CH:37]=[CH:38][C:39]=1[O:40][CH3:41])[NH2:36].Cl, predict the reaction product. The product is: [CH3:31][O:32][C:33]1[CH:34]=[C:35]([NH:36][C:2]2[C:3]3[NH:21][N:20]=[CH:19][C:4]=3[N:5]=[C:6]([C:8]3[CH:18]=[CH:17][C:11]4[O:12][CH2:13][C:14](=[O:16])[NH:15][C:10]=4[CH:9]=3)[N:7]=2)[CH:37]=[CH:38][C:39]=1[O:40][CH3:41].